This data is from Catalyst prediction with 721,799 reactions and 888 catalyst types from USPTO. The task is: Predict which catalyst facilitates the given reaction. (1) Reactant: [CH:1]1([CH2:7][NH2:8])[CH2:6][CH2:5][CH2:4][CH2:3][CH2:2]1.C(OC)(OC)OC.Br[CH2:17][C:18]([C:20]1[N:21]=[C:22]([C:25]2[CH:30]=[CH:29][C:28]([N+:31]([O-:33])=[O:32])=[CH:27][CH:26]=2)[S:23][CH:24]=1)=O.[N:34]1[C:39](C)=[CH:38][CH:37]=[CH:36][C:35]=1[CH3:41].[CH3:42][C:43]#N.[OH2:45]. Product: [CH2:39]([NH:34][C:35]([C:41]1[CH:17]=[C:18]([C:20]2[N:21]=[C:22]([C:25]3[CH:30]=[CH:29][C:28]([N+:31]([O-:33])=[O:32])=[CH:27][CH:26]=3)[S:23][CH:24]=2)[N:8]([CH2:7][CH:1]2[CH2:6][CH2:5][CH2:4][CH2:3][CH2:2]2)[C:42]=1[CH3:43])=[O:45])[CH2:38][CH2:37][CH3:36]. The catalyst class is: 9. (2) Reactant: [CH3:1][C:2]1[N:6]([CH2:7][C:8]2[CH:13]=[CH:12][C:11]([CH3:14])=[CH:10][CH:9]=2)[N:5]=[C:4]([C:15]([OH:17])=O)[CH:3]=1.C(Cl)(=O)C([Cl:21])=O. The catalyst class is: 139. Product: [CH3:1][C:2]1[N:6]([CH2:7][C:8]2[CH:13]=[CH:12][C:11]([CH3:14])=[CH:10][CH:9]=2)[N:5]=[C:4]([C:15]([Cl:21])=[O:17])[CH:3]=1.